Task: Predict the reaction yield, written as a fraction of the theoretical maximum amount of product (1.0 means a 100% yield; for example, 0.34 means a 34% yield).. Dataset: Reaction yield outcomes from USPTO patents with 853,638 reactions (1) The catalyst is OS(O)(=O)=O. The yield is 0.990. The product is [Cl:1][C:2]1[CH:3]=[C:4]([N+:12]([O-:14])=[O:13])[C:5]([CH3:11])=[C:6]([CH:10]=1)[C:7]([OH:9])=[O:8]. The reactants are [Cl:1][C:2]1[CH:3]=[CH:4][C:5]([CH3:11])=[C:6]([CH:10]=1)[C:7]([OH:9])=[O:8].[N+:12]([O-])([OH:14])=[O:13]. (2) The reactants are [CH3:1][O:2][C:3]1[CH:8]=[CH:7][C:6]([N+:9]([O-])=O)=[C:5]([CH2:12][S:13]([C:16]2[CH:21]=[CH:20][CH:19]=[CH:18][CH:17]=2)(=[O:15])=[O:14])[CH:4]=1.[Sn].O. The catalyst is CO.Cl. The product is [CH3:1][O:2][C:3]1[CH:8]=[CH:7][C:6]([NH2:9])=[C:5]([CH2:12][S:13]([C:16]2[CH:21]=[CH:20][CH:19]=[CH:18][CH:17]=2)(=[O:14])=[O:15])[CH:4]=1. The yield is 0.970. (3) The yield is 0.450. The reactants are [NH2:1][CH2:2][C:3]1[CH:8]=[CH:7][C:6]([C:9]2[C:10]3[C:11]4[CH:23]=[CH:22][S:21][C:12]=4[C:13](=[O:20])[NH:14][C:15]=3[CH:16]=[CH:17][C:18]=2[OH:19])=[CH:5][CH:4]=1.[CH3:24][S:25](Cl)(=[O:27])=[O:26].C(N(CC)C(C)C)(C)C. The catalyst is C(Cl)Cl. The product is [OH:19][C:18]1[CH:17]=[CH:16][C:15]2[NH:14][C:13](=[O:20])[C:12]3[S:21][CH:22]=[CH:23][C:11]=3[C:10]=2[C:9]=1[C:6]1[CH:5]=[CH:4][C:3]([CH2:2][NH:1][S:25]([CH3:24])(=[O:27])=[O:26])=[CH:8][CH:7]=1.